This data is from Catalyst prediction with 721,799 reactions and 888 catalyst types from USPTO. The task is: Predict which catalyst facilitates the given reaction. (1) Reactant: [CH:1]1([CH2:4][N:5]([CH2:30][CH2:31][CH3:32])[C:6]2[N:11]=[CH:10][N:9]=[C:8]([C:12]([NH:14][C:15]3[CH:16]=[C:17]4[C:21](=[CH:22][CH:23]=3)[NH:20][N:19]=[C:18]4[CH2:24][CH2:25][C:26]([O:28]C)=[O:27])=[O:13])[CH:7]=2)[CH2:3][CH2:2]1.[OH-].[Na+].Cl. Product: [CH:1]1([CH2:4][N:5]([CH2:30][CH2:31][CH3:32])[C:6]2[N:11]=[CH:10][N:9]=[C:8]([C:12]([NH:14][C:15]3[CH:16]=[C:17]4[C:21](=[CH:22][CH:23]=3)[NH:20][N:19]=[C:18]4[CH2:24][CH2:25][C:26]([OH:28])=[O:27])=[O:13])[CH:7]=2)[CH2:3][CH2:2]1. The catalyst class is: 8. (2) Reactant: Cl[C:2]1[N:3]=[C:4]([N:12]2[CH2:17][CH2:16][O:15][CH2:14][C@@H:13]2[CH3:18])[C:5]2[C:10]([CH3:11])=[CH:9][S:8][C:6]=2[N:7]=1.[NH2:19][C:20]1[N:25]=[CH:24][C:23](B2OC(C)(C)C(C)(C)O2)=[CH:22][N:21]=1.CC#N.CC([O-])=O.[K+]. Product: [CH3:11][C:10]1[C:5]2[C:4]([N:12]3[CH2:17][CH2:16][O:15][CH2:14][C@@H:13]3[CH3:18])=[N:3][C:2]([C:23]3[CH:22]=[N:21][C:20]([NH2:19])=[N:25][CH:24]=3)=[N:7][C:6]=2[S:8][CH:9]=1. The catalyst class is: 257. (3) Reactant: [CH3:1][O:2][C:3]1[CH:8]=[C:7]([O:9][CH3:10])[CH:6]=[CH:5][C:4]=1[CH2:11][NH:12][C:13]1[N:18]=[C:17]([N:19]2[C@H:24]([C:25]([F:28])([F:27])[F:26])[CH2:23][CH2:22][C@H:21]([C:29]([NH:31][CH:32]3[CH2:37][CH2:36][CH2:35][CH2:34][CH2:33]3)=[O:30])[CH2:20]2)[CH:16]=[C:15]([C:38]2[CH:43]=[CH:42][C:41]([C:44]#[N:45])=[C:40](F)[CH:39]=2)[N:14]=1.O.[NH2:48][NH2:49]. Product: [NH2:45][C:44]1[C:41]2[C:40](=[CH:39][C:38]([C:15]3[N:14]=[C:13]([NH:12][CH2:11][C:4]4[CH:5]=[CH:6][C:7]([O:9][CH3:10])=[CH:8][C:3]=4[O:2][CH3:1])[N:18]=[C:17]([N:19]4[C@H:24]([C:25]([F:28])([F:27])[F:26])[CH2:23][CH2:22][C@H:21]([C:29]([NH:31][CH:32]5[CH2:33][CH2:34][CH2:35][CH2:36][CH2:37]5)=[O:30])[CH2:20]4)[CH:16]=3)=[CH:43][CH:42]=2)[NH:49][N:48]=1. The catalyst class is: 8. (4) Reactant: [CH2:1]([CH:7]1[C:10](=[O:11])[O:9][CH:8]1[CH2:12][CH:13]([O:25]C(=O)C(NC=O)CC(C)C)[CH2:14][CH2:15][CH:16]=[CH:17][CH2:18][CH2:19][CH2:20][CH2:21][CH2:22][CH2:23][CH3:24])[CH2:2][CH2:3][CH2:4][CH2:5][CH3:6]. Product: [CH2:1]([C@H:7]1[C@H:8]([CH2:12][C@H:13]([OH:25])[CH2:14][CH2:15][CH2:16][CH2:17][CH2:18][CH2:19][CH2:20][CH2:21][CH2:22][CH2:23][CH3:24])[O:9][C:10]1=[O:11])[CH2:2][CH2:3][CH2:4][CH2:5][CH3:6]. The catalyst class is: 354. (5) Reactant: [Cl:1][C:2]1[CH:3]=[C:4]([C:8]#[C:9][CH:10]=[N:11][OH:12])[CH:5]=[CH:6][CH:7]=1.ClN1C(=O)CCC1=O.O.[N:22]1([C:27]([O:29][C:30]([CH3:33])([CH3:32])[CH3:31])=[O:28])[CH:26]=[CH:25][CH2:24][CH2:23]1. Product: [C:30]([O:29][C:27]([N:22]1[CH:26]2[CH:25]([C:10]([C:9]#[C:8][C:4]3[CH:5]=[CH:6][CH:7]=[C:2]([Cl:1])[CH:3]=3)=[N:11][O:12]2)[CH2:24][CH2:23]1)=[O:28])([CH3:33])([CH3:31])[CH3:32]. The catalyst class is: 9. (6) Reactant: [Br:1][C:2]1[CH:3]=[C:4]([CH:15]=[C:16]([OH:18])[CH:17]=1)[C:5]([O:7][CH2:8][C:9]1[CH:14]=[CH:13][CH:12]=[CH:11][CH:10]=1)=[O:6].Br[CH2:20][CH2:21][CH2:22][CH2:23][CH2:24][CH2:25][CH2:26][CH2:27][CH:28]1[O:32][CH2:31][CH2:30][O:29]1.C(=O)([O-])[O-].[K+].[K+]. Product: [O:29]1[CH2:30][CH2:31][O:32][CH:28]1[CH2:27][CH2:26][CH2:25][CH2:24][CH2:23][CH2:22][CH2:21][CH2:20][O:18][C:16]1[CH:15]=[C:4]([CH:3]=[C:2]([Br:1])[CH:17]=1)[C:5]([O:7][CH2:8][C:9]1[CH:14]=[CH:13][CH:12]=[CH:11][CH:10]=1)=[O:6]. The catalyst class is: 35. (7) Reactant: [F:1][C:2]1[CH:10]=[C:9]2[C:5]([CH:6]=[N:7][N:8]2[CH:11]2[CH2:16][CH2:15][CH2:14][CH2:13][O:12]2)=[CH:4][C:3]=1[C:17]#[N:18]. Product: [F:1][C:2]1[CH:10]=[C:9]2[C:5]([CH:6]=[N:7][N:8]2[CH:11]2[CH2:16][CH2:15][CH2:14][CH2:13][O:12]2)=[CH:4][C:3]=1[CH2:17][NH2:18]. The catalyst class is: 94. (8) Reactant: [NH2:1][CH2:2][C:3]1[CH:4]=[C:5]([C:10]2[CH:15]=[CH:14][C:13]([C:16]([F:19])([F:18])[F:17])=[CH:12][CH:11]=2)[CH:6]=[CH:7][C:8]=1[NH2:9].Br[CH2:21][C:22]([O:24][CH2:25][CH3:26])=[O:23].C(N(CC)CC)C. Product: [NH2:9][C:8]1[CH:7]=[CH:6][C:5]([C:10]2[CH:15]=[CH:14][C:13]([C:16]([F:17])([F:18])[F:19])=[CH:12][CH:11]=2)=[CH:4][C:3]=1[CH2:2][NH:1][CH2:21][C:22]([O:24][CH2:25][CH3:26])=[O:23]. The catalyst class is: 39. (9) Reactant: [F:1][C:2]1[CH:3]=[CH:4][C:5]2[N:9]=[CH:8][N:7]([C:10]3[N:15]=[C:14]([NH:16][CH:17]4[CH2:22][CH2:21][O:20][CH2:19][CH2:18]4)[C:13]([NH2:23])=[CH:12][N:11]=3)[C:6]=2[CH:24]=1.[C:25]1([CH2:31][C:32](O)=[O:33])[CH:30]=[CH:29][CH:28]=[CH:27][CH:26]=1.Cl.CN(C)CCCN=C=NCC. Product: [F:1][C:2]1[CH:3]=[CH:4][C:5]2[N:9]=[CH:8][N:7]([C:10]3[N:15]=[C:14]([NH:16][CH:17]4[CH2:18][CH2:19][O:20][CH2:21][CH2:22]4)[C:13]([NH:23][C:32](=[O:33])[CH2:31][C:25]4[CH:30]=[CH:29][CH:28]=[CH:27][CH:26]=4)=[CH:12][N:11]=3)[C:6]=2[CH:24]=1. The catalyst class is: 10. (10) Reactant: [F:1][C:2]1[CH:7]=[CH:6][C:5]([CH2:8][C:9]([N:11]2[C@H:15]([CH:16]([CH3:18])[CH3:17])[CH2:14][O:13][C:12]2=[O:19])=[O:10])=[CH:4][CH:3]=1.[CH3:20][Si]([N-][Si](C)(C)C)(C)C.[Na+].CC(O)=O. Product: [F:1][C:2]1[CH:7]=[CH:6][C:5]([C@@H:8]([CH3:20])[C:9]([N:11]2[C@H:15]([CH:16]([CH3:17])[CH3:18])[CH2:14][O:13][C:12]2=[O:19])=[O:10])=[CH:4][CH:3]=1. The catalyst class is: 116.